This data is from Experimental lipophilicity measurements (octanol/water distribution) for 4,200 compounds from AstraZeneca. The task is: Regression/Classification. Given a drug SMILES string, predict its absorption, distribution, metabolism, or excretion properties. Task type varies by dataset: regression for continuous measurements (e.g., permeability, clearance, half-life) or binary classification for categorical outcomes (e.g., BBB penetration, CYP inhibition). For this dataset (lipophilicity_astrazeneca), we predict Y. (1) The compound is O=C(NCC12CC3CC(CC(C3)C1)C2)c1cc(OCCCNCCCO)ccc1Cl. The Y is 1.41 logD. (2) The Y is 2.70 logD. The compound is Cc1c(OCC(F)(F)F)ccnc1C[S+]([O-])c1nc2ccccc2[nH]1.